Dataset: Full USPTO retrosynthesis dataset with 1.9M reactions from patents (1976-2016). Task: Predict the reactants needed to synthesize the given product. Given the product [Br:1][C:2]1[CH:3]=[C:4]2[C:9](=[CH:10][CH:11]=1)[C:8](=[O:12])[N:7]([CH2:22][CH:23]([C:25]1[CH:17]=[CH:16][CH:15]=[CH:14][CH:13]=1)[CH3:24])[CH:6]=[CH:5]2, predict the reactants needed to synthesize it. The reactants are: [Br:1][C:2]1[CH:3]=[C:4]2[C:9](=[CH:10][CH:11]=1)[C:8]([OH:12])=[N:7][CH:6]=[CH:5]2.[CH2:13](Br)[CH2:14][CH2:15][CH2:16][CH2:17]C.[OH-].[Na+].[CH3:22][C:23](OC)([CH3:25])[CH3:24].